This data is from Forward reaction prediction with 1.9M reactions from USPTO patents (1976-2016). The task is: Predict the product of the given reaction. (1) Given the reactants [F:1][C:2]1[CH:3]=[C:4]2[C:8](=[CH:9][CH:10]=1)[NH:7][C:6](=[O:11])/[C:5]/2=[CH:12]\[C:13]1[NH:17][C:16]([CH3:18])=[C:15]([C:19]([OH:21])=O)[C:14]=1[CH3:22].CN(C)C=O.F[P-](F)(F)(F)(F)F.N1(O[P+](N(C)C)(N(C)C)N(C)C)C2C=CC=CC=2N=N1.[NH2:55][CH2:56][CH2:57][N:58]1[CH2:62][CH2:61][CH2:60][CH2:59]1, predict the reaction product. The product is: [N:58]1([CH2:57][CH2:56][NH:55][C:19]([C:15]2[C:14]([CH3:22])=[C:13](/[CH:12]=[C:5]3\[C:6](=[O:11])[NH:7][C:8]4[C:4]\3=[CH:3][C:2]([F:1])=[CH:10][CH:9]=4)[NH:17][C:16]=2[CH3:18])=[O:21])[CH2:62][CH2:61][CH2:60][CH2:59]1. (2) Given the reactants [CH3:1][NH2:2].Cl[C:4]1[CH:9]=[C:8]([C:10]2[CH:15]=[CH:14][CH:13]=[C:12]([Cl:16])[C:11]=2[Cl:17])[N:7]=[C:6]([NH2:18])[N:5]=1, predict the reaction product. The product is: [Cl:17][C:11]1[C:12]([Cl:16])=[CH:13][CH:14]=[CH:15][C:10]=1[C:8]1[N:7]=[C:6]([NH2:18])[N:5]=[C:4]([NH:2][CH3:1])[CH:9]=1. (3) The product is: [N:67]([CH:17]([CH3:18])[CH2:16][C:12]1[CH:11]=[C:10]([CH:15]=[CH:14][CH:13]=1)[CH2:9][O:8][Si:1]([C:4]([CH3:7])([CH3:6])[CH3:5])([CH3:3])[CH3:2])=[N+:68]=[N-:69]. Given the reactants [Si:1]([O:8][CH2:9][C:10]1[CH:11]=[C:12]([CH2:16][CH:17](O)[CH3:18])[CH:13]=[CH:14][CH:15]=1)([C:4]([CH3:7])([CH3:6])[CH3:5])([CH3:3])[CH3:2].N(C(OC(C)C)=O)=NC(OC(C)C)=O.C1(P(C2C=CC=CC=2)C2C=CC=CC=2)C=CC=CC=1.C1(P([N:67]=[N+:68]=[N-:69])(C2C=CC=CC=2)=O)C=CC=CC=1, predict the reaction product. (4) Given the reactants [F:1][C:2]1[C:7]([O:8][CH3:9])=[CH:6][C:5]([O:10][CH3:11])=[C:4]([F:12])[C:3]=1[C:13]1[N:18]=[C:17]2[NH:19][N:20]=[C:21](I)[C:16]2=[CH:15][N:14]=1.[CH3:23][N:24]1[CH2:29][CH2:28][N:27]([C:30]2[CH:35]=[CH:34][C:33](B3OC(C)(C)C(C)(C)O3)=[CH:32][N:31]=2)[CH2:26][CH2:25]1, predict the reaction product. The product is: [F:1][C:2]1[C:7]([O:8][CH3:9])=[CH:6][C:5]([O:10][CH3:11])=[C:4]([F:12])[C:3]=1[C:13]1[N:18]=[C:17]2[NH:19][N:20]=[C:21]([C:33]3[CH:32]=[N:31][C:30]([N:27]4[CH2:26][CH2:25][N:24]([CH3:23])[CH2:29][CH2:28]4)=[CH:35][CH:34]=3)[C:16]2=[CH:15][N:14]=1. (5) Given the reactants [Cl:1][C:2]1[CH:3]=[C:4]([CH:6]=[CH:7][CH:8]=1)[NH2:5].[C:9]([O:15][CH2:16][CH3:17])(=[O:14])[CH2:10][C:11]([O-])=[O:12].[K+], predict the reaction product. The product is: [CH2:16]([O:15][C:9](=[O:14])[CH2:10][C:11]([NH:5][C:4]1[CH:6]=[CH:7][CH:8]=[C:2]([Cl:1])[CH:3]=1)=[O:12])[CH3:17]. (6) Given the reactants [ClH:1].[NH2:2][C@H:3]1[CH2:9][CH2:8][CH2:7][CH2:6][N:5]([CH2:10][C:11]2[CH:16]=[CH:15][CH:14]=[CH:13][CH:12]=2)[C:4]1=[O:17].BrCC1C=CC=C([Cl:26])C=1, predict the reaction product. The product is: [ClH:26].[NH2:2][C@H:3]1[CH2:9][CH2:8][CH2:7][CH2:6][N:5]([CH2:10][C:11]2[CH:16]=[CH:15][CH:14]=[C:13]([Cl:1])[CH:12]=2)[C:4]1=[O:17]. (7) Given the reactants [NH2:1][C:2]1[CH:10]=[CH:9][C:5]([C:6]([OH:8])=O)=[CH:4][C:3]=1[O:11][CH2:12][CH3:13].CN(C(ON1N=[N:29][C:24]2[CH:25]=[CH:26][CH:27]=[N:28][C:23]1=2)=[N+](C)C)C.F[P-](F)(F)(F)(F)F.Cl.Cl.CN1CC[C@@H](N)C1.C(N(C(C)C)CC)(C)C, predict the reaction product. The product is: [NH2:1][C:2]1[CH:10]=[CH:9][C:5]([C:6]([NH:29][C@@H:24]2[CH2:25][CH2:26][N:28]([CH3:27])[CH2:23]2)=[O:8])=[CH:4][C:3]=1[O:11][CH2:12][CH3:13].